Dataset: Forward reaction prediction with 1.9M reactions from USPTO patents (1976-2016). Task: Predict the product of the given reaction. (1) The product is: [CH3:13][N:14]1[N:20]=[C:19]([OH:21])[C:17](=[O:18])[N:16]=[C:15]1[S:22][CH2:23][C:24]1[CH2:45][S:44][C@@H:27]2[C@H:28]([NH:31][C:32](/[C:34](/[C:38]3[N:42]=[C:41]([NH2:43])[S:40][CH:39]=3)=[N:35]\[O:36][CH3:37])=[O:33])[C:29](=[O:30])[N:26]2[C:25]=1[C:46]([OH:48])=[O:47].[NH2:1][C@H:2]([C:10]([OH:12])=[O:11])[CH2:3][CH2:4][CH2:5][NH:6][C:7](=[NH:8])[NH2:9]. Given the reactants [NH2:1][C@H:2]([C:10]([OH:12])=[O:11])[CH2:3][CH2:4][CH2:5][NH:6][C:7](=[NH:9])[NH2:8].[CH3:13][N:14]1[N:20]=[C:19]([OH:21])[C:17](=[O:18])[N:16]=[C:15]1[S:22][CH2:23][C:24]1[CH2:45][S:44][C@@H:27]2[C@H:28]([NH:31][C:32](/[C:34](/[C:38]3[N:42]=[C:41]([NH2:43])[S:40][CH:39]=3)=[N:35]\[O:36][CH3:37])=[O:33])[C:29](=[O:30])[N:26]2[C:25]=1[C:46]([OH:48])=[O:47].Cl, predict the reaction product. (2) Given the reactants Br[C:2]1[C:13]2[CH2:12][C:11]([CH2:14][CH:15]3[CH2:20][CH2:19][CH2:18][CH2:17][CH2:16]3)=[CH:10][C:9]=2[CH:8]=[C:7]2[C:3]=1[CH2:4][CH2:5][CH2:6]2.[C:21]([C:25]1[CH:30]=[CH:29][C:28](B(O)O)=[CH:27][CH:26]=1)([CH3:24])([CH3:23])[CH3:22].[O-]P([O-])([O-])=O.[K+].[K+].[K+].C1(P(C2CCCCC2)C2C=CC=CC=2C2C(OC)=CC=CC=2OC)CCCCC1, predict the reaction product. The product is: [C:21]([C:25]1[CH:30]=[CH:29][C:28]([C:2]2[C:13]3[CH2:12][C:11]([CH2:14][CH:15]4[CH2:20][CH2:19][CH2:18][CH2:17][CH2:16]4)=[CH:10][C:9]=3[CH:8]=[C:7]3[C:3]=2[CH2:4][CH2:5][CH2:6]3)=[CH:27][CH:26]=1)([CH3:24])([CH3:23])[CH3:22]. (3) Given the reactants Cl[CH2:2][O:3][C:4]([N:6]1[C:14]2[C:9](=[CH:10][CH:11]=[C:12]([C:15]([F:18])([F:17])[F:16])[CH:13]=2)[C@@:8]([C:20]2[CH:25]=[C:24]([Cl:26])[CH:23]=[CH:22][C:21]=2[O:27][CH3:28])([F:19])[C:7]1=[O:29])=[O:5].[I-:30].[Na+], predict the reaction product. The product is: [I:30][CH2:2][O:3][C:4]([N:6]1[C:14]2[C:9](=[CH:10][CH:11]=[C:12]([C:15]([F:18])([F:17])[F:16])[CH:13]=2)[C:8]([C:20]2[CH:25]=[C:24]([Cl:26])[CH:23]=[CH:22][C:21]=2[O:27][CH3:28])([F:19])[C:7]1=[O:29])=[O:5]. (4) Given the reactants Cl.[F:2][C:3]1[CH:8]=[CH:7][C:6]([CH:9]2[CH2:14][CH2:13][N:12]([C:15]([C:17]3[C:25]4[CH2:24][CH2:23][NH:22][CH2:21][C:20]=4[NH:19][N:18]=3)=[O:16])[CH2:11][CH2:10]2)=[C:5]([C:26]([F:29])([F:28])[F:27])[CH:4]=1.C(N(C(C)C)CC)(C)C.[C:39](Cl)(=[O:41])[CH3:40], predict the reaction product. The product is: [F:2][C:3]1[CH:8]=[CH:7][C:6]([CH:9]2[CH2:14][CH2:13][N:12]([C:15]([C:17]3[C:25]4[CH2:24][CH2:23][N:22]([C:39](=[O:41])[CH3:40])[CH2:21][C:20]=4[NH:19][N:18]=3)=[O:16])[CH2:11][CH2:10]2)=[C:5]([C:26]([F:29])([F:27])[F:28])[CH:4]=1. (5) The product is: [C:7]([OH:9])([C:6]([F:11])([F:10])[F:5])=[O:8].[OH2:4].[CH3:1][NH:2][C:3]([NH:12][CH:13]1[CH2:18][CH2:17][CH:16]([CH:19]([NH:23][C:24]([C:26]2[C:35]([NH:36][C:37]([NH:39][C:40]3[C:41]([CH3:48])=[CH:42][C:43]([CH3:47])=[CH:44][C:45]=3[CH3:46])=[O:38])=[CH:34][C:33]3[C:28](=[CH:29][CH:30]=[CH:31][CH:32]=3)[CH:27]=2)=[O:25])[C:20]([OH:22])=[O:21])[CH2:15][CH2:14]1)=[O:4]. Given the reactants [CH3:1][N:2]=[C:3]=[O:4].[F:5][C:6]([F:11])([F:10])[C:7]([OH:9])=[O:8].[NH2:12][CH:13]1[CH2:18][CH2:17][CH:16]([CH:19]([NH:23][C:24]([C:26]2[C:35]([NH:36][C:37]([NH:39][C:40]3[C:45]([CH3:46])=[CH:44][C:43]([CH3:47])=[CH:42][C:41]=3[CH3:48])=[O:38])=[CH:34][C:33]3[C:28](=[CH:29][CH:30]=[CH:31][CH:32]=3)[CH:27]=2)=[O:25])[C:20]([OH:22])=[O:21])[CH2:15][CH2:14]1, predict the reaction product. (6) Given the reactants O[CH2:2][C@H:3]([NH:5][C:6](=[O:12])[O:7][C:8]([CH3:11])([CH3:10])[CH3:9])[CH3:4].C(Br)(Br)(Br)[Br:14].C1(P(C2C=CC=CC=2)C2C=CC=CC=2)C=CC=CC=1.O, predict the reaction product. The product is: [Br:14][CH2:2][C@H:3]([NH:5][C:6](=[O:12])[O:7][C:8]([CH3:11])([CH3:10])[CH3:9])[CH3:4]. (7) Given the reactants C(OC([NH:8][NH:9][C:10](=[O:59])[CH2:11][C@H:12]1[CH2:17][C@H:16]([C:18]2[CH:23]=[CH:22][C:21]([CH2:24][O:25][CH2:26][C@@H:27]([CH3:31])[CH2:28][O:29][CH3:30])=[CH:20][CH:19]=2)[C@@H:15]([O:32][CH2:33][C:34]2[CH:35]=[CH:36][C:37]3[O:42][CH2:41][CH2:40][N:39]([CH2:43][CH2:44][CH2:45][O:46][CH3:47])[C:38]=3[CH:48]=2)[CH2:14][N:13]1[S:49]([C:52]1[CH:57]=[CH:56][C:55]([CH3:58])=[CH:54][CH:53]=1)(=[O:51])=[O:50])=O)(C)(C)C.FC(F)(F)C(O)=O.C([O-])(O)=O.[Na+], predict the reaction product. The product is: [CH3:30][O:29][CH2:28][C@H:27]([CH3:31])[CH2:26][O:25][CH2:24][C:21]1[CH:20]=[CH:19][C:18]([C@@H:16]2[C@@H:15]([O:32][CH2:33][C:34]3[CH:35]=[CH:36][C:37]4[O:42][CH2:41][CH2:40][N:39]([CH2:43][CH2:44][CH2:45][O:46][CH3:47])[C:38]=4[CH:48]=3)[CH2:14][N:13]([S:49]([C:52]3[CH:53]=[CH:54][C:55]([CH3:58])=[CH:56][CH:57]=3)(=[O:50])=[O:51])[C@@H:12]([CH2:11][C:10]([NH:9][NH2:8])=[O:59])[CH2:17]2)=[CH:23][CH:22]=1. (8) Given the reactants [Cl:1][C:2]1[CH:33]=[CH:32][CH:31]=[C:30]([F:34])[C:3]=1[C:4]([NH:6][C:7]1[CH:29]=[CH:28][C:10]2[O:11][C@@H:12]([CH2:26][OH:27])[CH2:13][N:14]([S:15]([C:18]3[CH:23]=[CH:22][CH:21]=[C:20]([C:24]#[N:25])[CH:19]=3)(=[O:17])=[O:16])[C:9]=2[CH:8]=1)=[O:5].C(N(CC)C(C)C)(C)C.[CH3:44][S:45](O[S:45]([CH3:44])(=[O:47])=[O:46])(=[O:47])=[O:46], predict the reaction product. The product is: [CH3:44][S:45]([O:27][CH2:26][C@@H:12]1[O:11][C:10]2[CH:28]=[CH:29][C:7]([NH:6][C:4](=[O:5])[C:3]3[C:30]([F:34])=[CH:31][CH:32]=[CH:33][C:2]=3[Cl:1])=[CH:8][C:9]=2[N:14]([S:15]([C:18]2[CH:23]=[CH:22][CH:21]=[C:20]([C:24]#[N:25])[CH:19]=2)(=[O:17])=[O:16])[CH2:13]1)(=[O:47])=[O:46].